Dataset: Cav3 T-type calcium channel HTS with 100,875 compounds. Task: Binary Classification. Given a drug SMILES string, predict its activity (active/inactive) in a high-throughput screening assay against a specified biological target. (1) The compound is OCc1[nH]nc(n1)CO. The result is 0 (inactive). (2) The compound is S(c1nn2c(nnc2cc1)c1cc(OC)c(OC)cc1)CC(OC)=O. The result is 0 (inactive). (3) The compound is O(c1ccc(C(CC(=O)NC)C(O)=O)cc1)CCCC. The result is 0 (inactive). (4) The compound is S(=O)(=O)(N1C(CCC1)c1sc2c(n1)cccc2)c1ccc(cc1)C. The result is 0 (inactive).